Dataset: Catalyst prediction with 721,799 reactions and 888 catalyst types from USPTO. Task: Predict which catalyst facilitates the given reaction. (1) Reactant: [I:1]N1C(=O)CCC1=O.[Cl:9][C:10]1[CH:11]=[CH:12][C:13]2[N:14]([CH:16]=[C:17]([C:19]3[O:20][CH:21]=[CH:22][CH:23]=3)[N:18]=2)[N:15]=1. Product: [Cl:9][C:10]1[CH:11]=[CH:12][C:13]2[N:14]([C:16]([I:1])=[C:17]([C:19]3[O:20][CH:21]=[CH:22][CH:23]=3)[N:18]=2)[N:15]=1. The catalyst class is: 10. (2) Reactant: [CH3:1][N:2]1[CH2:7][CH2:6][CH:5]([CH2:8][OH:9])[CH2:4][CH2:3]1.C[Si]([N-][Si](C)(C)C)(C)C.[K+].[NH2:20][C:21]1[CH:28]=[C:27](F)[C:24]([C:25]#[N:26])=[CH:23][N:22]=1. Product: [NH2:20][C:21]1[CH:28]=[C:27]([O:9][CH2:8][CH:5]2[CH2:6][CH2:7][N:2]([CH3:1])[CH2:3][CH2:4]2)[C:24]([C:25]#[N:26])=[CH:23][N:22]=1. The catalyst class is: 1. (3) Reactant: [NH2:1][C:2]1[CH:20]=[CH:19][C:5]([C:6]([NH:8][C:9]2[CH:10]=[N:11][C:12]3[C:17]([CH:18]=2)=[CH:16][CH:15]=[CH:14][CH:13]=3)=[O:7])=[CH:4][CH:3]=1.[C:21]1([CH2:27][CH:28]=O)[CH:26]=[CH:25][CH:24]=[CH:23][CH:22]=1.C(O[BH-](OC(=O)C)OC(=O)C)(=O)C.C[N+](C)(C)C.C(O)(=O)C. Product: [CH2:28]([NH:1][C:2]1[CH:3]=[CH:4][C:5]([C:6]([NH:8][C:9]2[CH:10]=[N:11][C:12]3[C:17]([CH:18]=2)=[CH:16][CH:15]=[CH:14][CH:13]=3)=[O:7])=[CH:19][CH:20]=1)[CH2:27][C:21]1[CH:26]=[CH:25][CH:24]=[CH:23][CH:22]=1. The catalyst class is: 26. (4) Reactant: Cl[C:2]1[N:3]=[C:4]([N:24]2[CH2:29][CH2:28][O:27][CH2:26][CH2:25]2)[C:5]2[N:10]=[C:9]([CH2:11][C:12]([N:14]3[CH2:19][CH2:18][CH:17]([C:20]([OH:23])([CH3:22])[CH3:21])[CH2:16][CH2:15]3)=[O:13])[S:8][C:6]=2[N:7]=1.[CH2:30]([C:32]1[NH:33][C:34]2[CH:40]=[CH:39][CH:38]=[CH:37][C:35]=2[N:36]=1)[CH3:31].CC(C1C=C(C(C)C)C(C2C=CC=CC=2P(C2CCCCC2)C2CCCCC2)=C(C(C)C)C=1)C.C([O-])([O-])=O.[Cs+].[Cs+]. Product: [CH2:30]([C:32]1[N:33]([C:2]2[N:3]=[C:4]([N:24]3[CH2:25][CH2:26][O:27][CH2:28][CH2:29]3)[C:5]3[N:10]=[C:9]([CH2:11][C:12]([N:14]4[CH2:19][CH2:18][CH:17]([C:20]([OH:23])([CH3:21])[CH3:22])[CH2:16][CH2:15]4)=[O:13])[S:8][C:6]=3[N:7]=2)[C:34]2[CH:40]=[CH:39][CH:38]=[CH:37][C:35]=2[N:36]=1)[CH3:31]. The catalyst class is: 62. (5) Reactant: [C:1]1([CH:7]2[S:15][C:14]3[C:9]([N:10](Cl)[CH:11]=[CH:12][CH:13]=3)=[CH:8]2)[CH:6]=[CH:5][CH:4]=[CH:3][CH:2]=1.C1(C)C=CC(S(O)(=O)=O)=CC=1.[C-]#N.[K+].[OH-:31].[Na+].CN([CH:36]=[O:37])C. Product: [C:1]1([CH:7]2[S:15][C:14]3[C:9]([N:10]([C:36]([OH:37])=[O:31])[CH:11]=[CH:12][CH:13]=3)=[CH:8]2)[CH:6]=[CH:5][CH:4]=[CH:3][CH:2]=1. The catalyst class is: 40. (6) Reactant: [CH2:1]([O:3][C:4]([C:6]1[N:10]([CH2:11][C:12]2[CH:17]=[CH:16][C:15]([C:18]3[CH:23]=[CH:22][CH:21]=[CH:20][C:19]=3[C:24]3[N:28]([C:29]([C:42]4[CH:47]=[CH:46][CH:45]=[CH:44][CH:43]=4)([C:36]4[CH:41]=[CH:40][CH:39]=[CH:38][CH:37]=4)[C:30]4[CH:35]=[CH:34][CH:33]=[CH:32][CH:31]=4)[N:27]=[N:26][N:25]=3)=[CH:14][CH:13]=2)[C:9]([CH2:48][CH2:49][CH3:50])=[N:8][C:7]=1[CH2:51][S:52][CH2:53][C:54]1[CH:55]=[CH:56][C:57]([O:60][C:61]2[CH:66]=[CH:65][C:64]([N+:67]([O-])=O)=[C:63]([N:70]([C:72]([O:74][C:75]([CH3:78])([CH3:77])[CH3:76])=[O:73])[CH3:71])[CH:62]=2)=[N:58][CH:59]=1)=[O:5])[CH3:2].CO.[H][H]. Product: [CH2:1]([O:3][C:4]([C:6]1[N:10]([CH2:11][C:12]2[CH:17]=[CH:16][C:15]([C:18]3[CH:23]=[CH:22][CH:21]=[CH:20][C:19]=3[C:24]3[N:28]([C:29]([C:30]4[CH:35]=[CH:34][CH:33]=[CH:32][CH:31]=4)([C:36]4[CH:41]=[CH:40][CH:39]=[CH:38][CH:37]=4)[C:42]4[CH:43]=[CH:44][CH:45]=[CH:46][CH:47]=4)[N:27]=[N:26][N:25]=3)=[CH:14][CH:13]=2)[C:9]([CH2:48][CH2:49][CH3:50])=[N:8][C:7]=1[CH2:51][S:52][CH2:53][C:54]1[CH:55]=[CH:56][C:57]([O:60][C:61]2[CH:66]=[CH:65][C:64]([NH2:67])=[C:63]([N:70]([C:72]([O:74][C:75]([CH3:77])([CH3:76])[CH3:78])=[O:73])[CH3:71])[CH:62]=2)=[N:58][CH:59]=1)=[O:5])[CH3:2]. The catalyst class is: 304. (7) Reactant: [Li+].CC([N-]C(C)C)C.[Si:9]([O:16][CH:17]1[C:22]([CH3:24])([CH3:23])[CH2:21][CH2:20][C:19](=[O:25])[CH2:18]1)([C:12]([CH3:15])([CH3:14])[CH3:13])([CH3:11])[CH3:10].[F:26][C:27]([F:46])([F:45])[S:28](N(C1C=CC=CC=1)[S:28]([C:27]([F:46])([F:45])[F:26])(=[O:30])=[O:29])(=[O:30])=[O:29]. Product: [F:26][C:27]([F:46])([F:45])[S:28]([O:25][C:19]1[CH2:18][CH:17]([O:16][Si:9]([C:12]([CH3:15])([CH3:14])[CH3:13])([CH3:11])[CH3:10])[C:22]([CH3:24])([CH3:23])[CH2:21][CH:20]=1)(=[O:30])=[O:29]. The catalyst class is: 76. (8) Reactant: Cl[C:2]1[N:7]=[C:6]([C:8]#[N:9])[C:5]2[N:10]=[CH:11][N:12]([CH3:13])[C:4]=2[CH:3]=1.[CH3:14][O:15][CH2:16][CH2:17][O:18][CH2:19][O:20][C:21]1[CH:26]=[CH:25][C:24](B(O)O)=[CH:23][C:22]=1[C:30]([F:33])([F:32])[F:31].P([O-])([O-])([O-])=O.[K+].[K+].[K+].C1(P(C2CCCCC2)C2CCCCC2)CCCCC1. Product: [CH3:14][O:15][CH2:16][CH2:17][O:18][CH2:19][O:20][C:21]1[CH:26]=[CH:25][C:24]([C:2]2[N:7]=[C:6]([C:8]#[N:9])[C:5]3[N:10]=[CH:11][N:12]([CH3:13])[C:4]=3[CH:3]=2)=[CH:23][C:22]=1[C:30]([F:31])([F:32])[F:33]. The catalyst class is: 333.